From a dataset of Full USPTO retrosynthesis dataset with 1.9M reactions from patents (1976-2016). Predict the reactants needed to synthesize the given product. Given the product [Cl:10][C:11]1[CH:27]=[CH:26][C:14]2[CH2:15][CH2:16][N:17]([C:20](=[O:25])[C:21]([F:22])([F:24])[F:23])[CH2:18][CH2:19][C:13]=2[C:12]=1[NH:1][CH2:2][C:3]1[CH:8]=[CH:7][C:6]([F:9])=[CH:5][N:4]=1, predict the reactants needed to synthesize it. The reactants are: [NH2:1][CH2:2][C:3]1[CH:8]=[CH:7][C:6]([F:9])=[CH:5][N:4]=1.[Cl:10][C:11]1[CH:27]=[CH:26][C:14]2[CH2:15][CH2:16][N:17]([C:20](=[O:25])[C:21]([F:24])([F:23])[F:22])[CH2:18][CH2:19][C:13]=2[C:12]=1OS(C(F)(F)F)(=O)=O.